Dataset: Peptide-MHC class II binding affinity with 134,281 pairs from IEDB. Task: Regression. Given a peptide amino acid sequence and an MHC pseudo amino acid sequence, predict their binding affinity value. This is MHC class II binding data. (1) The peptide sequence is YDKFLANGSTVLTGK. The MHC is DRB1_1302 with pseudo-sequence DRB1_1302. The binding affinity (normalized) is 0.848. (2) The peptide sequence is TRGPSLRTTTVSGKL. The MHC is DRB1_0404 with pseudo-sequence DRB1_0404. The binding affinity (normalized) is 0.251. (3) The MHC is HLA-DQA10102-DQB10501 with pseudo-sequence HLA-DQA10102-DQB10501. The binding affinity (normalized) is 0. The peptide sequence is IWYMWLGARYLEFEAHHHHHH. (4) The peptide sequence is EKKYMAATQFEPLAA. The MHC is DRB1_1602 with pseudo-sequence DRB1_1602. The binding affinity (normalized) is 0.464.